This data is from Catalyst prediction with 721,799 reactions and 888 catalyst types from USPTO. The task is: Predict which catalyst facilitates the given reaction. (1) Reactant: CON(C)[C:4]([C:6]1[N:7]=[N:8][CH:9]=[CH:10][CH:11]=1)=[O:5].[CH3:13]OC1C=CC(P2(SP(C3C=CC(OC)=CC=3)(=S)S2)=S)=CC=1. Product: [N:8]1[CH:9]=[CH:10][CH:11]=[C:6]([CH:4]([OH:5])[CH3:13])[N:7]=1. The catalyst class is: 11. (2) Reactant: [CH3:1][C:2]1([CH3:25])[O:7][C:6](=[O:8])[NH:5][C:4]2[CH:9]=[CH:10][C:11]([C:13]3[CH:18]=[CH:17][CH:16]=[C:15]([C:19]#[C:20][Si](C)(C)C)[CH:14]=3)=[CH:12][C:3]1=2.C(=O)([O-])[O-].[K+].[K+]. Product: [C:19]([C:15]1[CH:14]=[C:13]([C:11]2[CH:10]=[CH:9][C:4]3[NH:5][C:6](=[O:8])[O:7][C:2]([CH3:25])([CH3:1])[C:3]=3[CH:12]=2)[CH:18]=[CH:17][CH:16]=1)#[CH:20]. The catalyst class is: 5. (3) Product: [N:14]1[CH:19]=[CH:18][C:17]([N:20]2[CH2:21][CH2:22][N:23]([CH2:2][C:3]3[CH:8]=[CH:7][C:6]([CH2:9][NH:10][C:11](=[O:13])[CH3:12])=[CH:5][CH:4]=3)[CH2:24][CH2:25]2)=[CH:16][CH:15]=1. The catalyst class is: 9. Reactant: Cl[CH2:2][C:3]1[CH:8]=[CH:7][C:6]([CH2:9][NH:10][C:11](=[O:13])[CH3:12])=[CH:5][CH:4]=1.[N:14]1[CH:19]=[CH:18][C:17]([N:20]2[CH2:25][CH2:24][NH:23][CH2:22][CH2:21]2)=[CH:16][CH:15]=1.C(=O)([O-])[O-].[K+].[K+].O. (4) Product: [N:18]1([C:9]2[CH:10]=[C:11]([C:14]([F:15])([F:16])[F:17])[CH:12]=[CH:13][C:8]=2[CH2:7][N:1]2[CH2:2][CH2:3][N:4]([C:24]([O:25][N:26]3[C:30](=[O:31])[CH2:29][CH2:28][C:27]3=[O:32])=[O:33])[CH2:5][CH2:6]2)[CH2:19][CH2:20][O:21][CH2:22][CH2:23]1. The catalyst class is: 6. Reactant: [N:1]1([CH2:7][C:8]2[CH:13]=[CH:12][C:11]([C:14]([F:17])([F:16])[F:15])=[CH:10][C:9]=2[N:18]2[CH2:23][CH2:22][O:21][CH2:20][CH2:19]2)[CH2:6][CH2:5][NH:4][CH2:3][CH2:2]1.[C:24](=O)([O:33]N1C(=O)CCC1=O)[O:25][N:26]1[C:30](=[O:31])[CH2:29][CH2:28][C:27]1=[O:32].ClCCl.C(N(CC)C(C)C)(C)C. (5) Reactant: [F:1][C:2]1[C:7]([C:8]2[CH:13]=[CH:12][CH:11]=[C:10]([F:14])[CH:9]=2)=[CH:6][C:5]([CH3:15])=[CH:4][C:3]=1[CH2:16][NH:17][C:18]1[C:19]([CH3:33])=[C:20]([CH:29]=[CH:30][C:31]=1[CH3:32])[O:21][CH2:22][C:23]([O:25]C(C)C)=[O:24].[Li+].[OH-]. Product: [F:1][C:2]1[C:7]([C:8]2[CH:13]=[CH:12][CH:11]=[C:10]([F:14])[CH:9]=2)=[CH:6][C:5]([CH3:15])=[CH:4][C:3]=1[CH2:16][NH:17][C:18]1[C:19]([CH3:33])=[C:20]([CH:29]=[CH:30][C:31]=1[CH3:32])[O:21][CH2:22][C:23]([OH:25])=[O:24]. The catalyst class is: 1. (6) Reactant: [CH2:1]([N:8]1[C:17]2[C:12](=[C:13]([N:19]3[CH2:24][CH2:23][N:22]([CH3:25])[CH2:21][CH2:20]3)[CH:14]=[C:15]([Cl:18])[CH:16]=2)[C:11](=[O:26])[N:10]([CH2:27][C:28]2[CH:33]=[CH:32][CH:31]=[CH:30][C:29]=2[O:34]C)[C:9]1=[O:36])[C:2]1[CH:7]=[CH:6][CH:5]=[CH:4][CH:3]=1.B(Br)(Br)Br. Product: [CH2:1]([N:8]1[C:17]2[C:12](=[C:13]([N:19]3[CH2:24][CH2:23][N:22]([CH3:25])[CH2:21][CH2:20]3)[CH:14]=[C:15]([Cl:18])[CH:16]=2)[C:11](=[O:26])[N:10]([CH2:27][C:28]2[CH:33]=[CH:32][CH:31]=[CH:30][C:29]=2[OH:34])[C:9]1=[O:36])[C:2]1[CH:7]=[CH:6][CH:5]=[CH:4][CH:3]=1. The catalyst class is: 2. (7) Reactant: [CH2:1]([O:3][C:4](=[O:21])[C:5]1[CH:10]=[CH:9][C:8]([NH:11][CH:12]2[CH2:17][CH2:16][CH2:15][CH2:14][CH2:13]2)=[C:7]([N+:18]([O-])=O)[CH:6]=1)[CH3:2]. The catalyst class is: 407. Product: [CH2:1]([O:3][C:4](=[O:21])[C:5]1[CH:10]=[CH:9][C:8]([NH:11][CH:12]2[CH2:13][CH2:14][CH2:15][CH2:16][CH2:17]2)=[C:7]([NH2:18])[CH:6]=1)[CH3:2]. (8) Reactant: [NH2:1][C:2]1[C:3]2[C:10]([C:11]3[CH:16]=[CH:15][C:14]([NH:17][C:18]([C:20]4[C:21](=[O:37])[N:22]([C:31]5[CH:36]=[CH:35][CH:34]=[CH:33][CH:32]=5)[C:23]5[CH2:24][CH2:25][CH2:26][C:27](=[O:30])[C:28]=5[CH:29]=4)=[O:19])=[CH:13][CH:12]=3)=[CH:9][N:8]([C@H:38]3[CH2:41][C@@H:40]([CH2:42][O:43]CC4C=CC=CC=4)[CH2:39]3)[C:4]=2[N:5]=[CH:6][N:7]=1.Br.C(OCC)(=O)C.C(=O)([O-])[O-].[Na+].[Na+]. Product: [NH2:1][C:2]1[C:3]2[C:10]([C:11]3[CH:12]=[CH:13][C:14]([NH:17][C:18]([C:20]4[C:21](=[O:37])[N:22]([C:31]5[CH:32]=[CH:33][CH:34]=[CH:35][CH:36]=5)[C:23]5[CH2:24][CH2:25][CH2:26][C:27](=[O:30])[C:28]=5[CH:29]=4)=[O:19])=[CH:15][CH:16]=3)=[CH:9][N:8]([C@H:38]3[CH2:39][C@@H:40]([CH2:42][OH:43])[CH2:41]3)[C:4]=2[N:5]=[CH:6][N:7]=1. The catalyst class is: 6. (9) Reactant: [N+](C1C=CC(O[C:11]([N:13]2[CH2:18][CH2:17][N:16]([C:19]([O:21][C:22]([CH3:25])([CH3:24])[CH3:23])=[O:20])[CH2:15][CH2:14]2)=[O:12])=CC=1)([O-])=O.[CH3:26][O:27][CH2:28][CH2:29][NH:30][CH3:31]. Product: [C:22]([O:21][C:19]([N:16]1[CH2:15][CH2:14][N:13]([C:11](=[O:12])[N:30]([CH2:29][CH2:28][O:27][CH3:26])[CH3:31])[CH2:18][CH2:17]1)=[O:20])([CH3:23])([CH3:24])[CH3:25]. The catalyst class is: 1.